This data is from Reaction yield outcomes from USPTO patents with 853,638 reactions. The task is: Predict the reaction yield, written as a fraction of the theoretical maximum amount of product (1.0 means a 100% yield; for example, 0.34 means a 34% yield). (1) The reactants are CS(O[CH2:6][CH2:7][O:8][CH2:9][CH2:10][O:11][C:12]1[CH:17]=[CH:16][C:15]([C:18]#[N:19])=[CH:14][CH:13]=1)(=O)=O.[CH2:20]([NH:22][C:23]([N:25]1[CH2:32][CH:31]2[CH2:33][CH:27]([CH2:28][NH:29][CH2:30]2)[CH2:26]1)=[O:24])[CH3:21].C([O-])([O-])=O.[K+].[K+]. The catalyst is CC#N. The product is [C:18]([C:15]1[CH:14]=[CH:13][C:12]([O:11][CH2:10][CH2:9][O:8][CH2:7][CH2:6][N:29]2[CH2:28][CH:27]3[CH2:33][CH:31]([CH2:32][N:25]([C:23]([NH:22][CH2:20][CH3:21])=[O:24])[CH2:26]3)[CH2:30]2)=[CH:17][CH:16]=1)#[N:19]. The yield is 0.300. (2) The reactants are [CH2:1]([S:4](Cl)(=[O:6])=[O:5])[CH2:2][CH3:3].[CH3:8][C:9]1[CH:14]=[CH:13][C:12]([N+:15]([O-:17])=[O:16])=[CH:11][C:10]=1[NH2:18].C(N(CC)CC)C. The catalyst is C(#N)C.O. The product is [CH3:8][C:9]1[CH:14]=[CH:13][C:12]([N+:15]([O-:17])=[O:16])=[CH:11][C:10]=1[NH:18][S:4]([CH2:1][CH2:2][CH3:3])(=[O:6])=[O:5]. The yield is 0.790. (3) The reactants are [Br:1][C:2]1[CH:3]=[C:4]([CH:7]=[CH:8][CH:9]=1)[CH:5]=[O:6].[N+:10]([O-])([OH:12])=[O:11]. No catalyst specified. The product is [Br:1][C:2]1[CH:9]=[CH:8][C:7]([N+:10]([O-:12])=[O:11])=[C:4]([CH:3]=1)[CH:5]=[O:6]. The yield is 0.480. (4) The reactants are [CH3:1][N:2]([C:4]([NH:6][C:7]([NH2:9])=[NH:8])=[NH:5])[CH3:3].C(O)(C)C.[C:14]([OH:17])(=[O:16])[CH3:15]. The catalyst is O. The product is [CH3:1][N:2]([C:4]([NH:6][C:7]([NH2:9])=[NH:8])=[NH:5])[CH3:3].[C:14]([O-:17])(=[O:16])[CH3:15]. The yield is 0.478. (5) The reactants are [CH3:1][C:2]1([CH3:24])[CH2:7][O:6][C:5]2[CH:8]=[CH:9][CH:10]=[C:11]([CH2:12][N:13]3[CH2:18][CH2:17][C:16]4([CH2:23][CH2:22][NH:21][CH2:20][CH2:19]4)[CH2:15][CH2:14]3)[C:4]=2[O:3]1.C([O:27][C:28](=[O:44])[CH:29]([C:35]1[CH:43]=[N:42][CH:41]=[CH:40][C:36]=1[C:37](O)=[O:38])C(OCC)=O)C.CN(C(ON1N=NC2C=CC=CC1=2)=[N+](C)C)C.F[P-](F)(F)(F)(F)F.C(N(CC)CC)C.O.[OH-].[Li+]. The catalyst is ClCCl.O. The product is [CH3:1][C:2]1([CH3:24])[CH2:7][O:6][C:5]2[CH:8]=[CH:9][CH:10]=[C:11]([CH2:12][N:13]3[CH2:18][CH2:17][C:16]4([CH2:23][CH2:22][N:21]([C:37]([C:36]5[CH:40]=[CH:41][N:42]=[CH:43][C:35]=5[CH2:29][C:28]([OH:44])=[O:27])=[O:38])[CH2:20][CH2:19]4)[CH2:15][CH2:14]3)[C:4]=2[O:3]1. The yield is 0.300. (6) The reactants are C([O:3][C:4](=[O:24])[CH2:5][O:6][C:7]1[CH:12]=[CH:11][C:10]([S:13][CH2:14][CH2:15][C@H:16]([O:18]S(C)(=O)=O)[CH3:17])=[CH:9][C:8]=1[CH3:23])C.[F:25][C:26]1[CH:43]=[CH:42][CH:41]=[CH:40][C:27]=1[O:28][C:29]1[CH:34]=[C:33]([C:35]([F:38])([F:37])[F:36])[CH:32]=[CH:31][C:30]=1O. No catalyst specified. The product is [F:25][C:26]1[CH:43]=[CH:42][CH:41]=[CH:40][C:27]=1[O:28][C:29]1[CH:34]=[C:33]([C:35]([F:36])([F:38])[F:37])[CH:32]=[CH:31][C:30]=1[O:18][C@@H:16]([CH3:17])[CH2:15][CH2:14][S:13][C:10]1[CH:11]=[CH:12][C:7]([O:6][CH2:5][C:4]([OH:3])=[O:24])=[C:8]([CH3:23])[CH:9]=1. The yield is 0.690.